This data is from Catalyst prediction with 721,799 reactions and 888 catalyst types from USPTO. The task is: Predict which catalyst facilitates the given reaction. (1) Reactant: [CH3:1][O:2][C:3](=[O:17])[CH2:4][CH2:5][C:6]1[C:14]2[C:9](=[CH:10][CH:11]=[C:12]([O:15][CH3:16])[CH:13]=2)[NH:8][CH:7]=1.[H-].[Na+].[CH3:20][O:21][C:22]1[CH:27]=[CH:26][C:25]([S:28](Cl)(=[O:30])=[O:29])=[CH:24][CH:23]=1. Product: [CH3:1][O:2][C:3](=[O:17])[CH2:4][CH2:5][C:6]1[C:14]2[C:9](=[CH:10][CH:11]=[C:12]([O:15][CH3:16])[CH:13]=2)[N:8]([S:28]([C:25]2[CH:24]=[CH:23][C:22]([O:21][CH3:20])=[CH:27][CH:26]=2)(=[O:30])=[O:29])[CH:7]=1. The catalyst class is: 3. (2) Reactant: [Cl:1][CH2:2][C:3]([NH:5][NH:6][C:7]([C:9]1[C:10]([NH:19][C:20]2[CH:25]=[CH:24][C:23]([Br:26])=[CH:22][C:21]=2[F:27])=[C:11]([Cl:18])[C:12]2[N:13]([CH:15]=[CH:16][N:17]=2)[CH:14]=1)=O)=[O:4]. Product: [Br:26][C:23]1[CH:24]=[CH:25][C:20]([NH:19][C:10]2[C:9]([C:7]3[O:4][C:3]([CH2:2][Cl:1])=[N:5][N:6]=3)=[CH:14][N:13]3[CH:15]=[CH:16][N:17]=[C:12]3[C:11]=2[Cl:18])=[C:21]([F:27])[CH:22]=1. The catalyst class is: 265. (3) Product: [NH2:10][C:4]1[C:3]([CH2:2][NH:1][C:11](=[O:17])[CH2:12][CH2:13][C:14]([OH:16])=[O:15])=[CH:8][N:7]=[C:6]([CH3:9])[N:5]=1. Reactant: [NH2:1][CH2:2][C:3]1[C:4]([NH2:10])=[N:5][C:6]([CH3:9])=[N:7][CH:8]=1.[C:11]1(=[O:17])[O:16][C:14](=[O:15])[CH2:13][CH2:12]1. The catalyst class is: 17. (4) Reactant: C([Li])CCC.[Br-].[OH:7][C:8]1[CH:33]=[CH:32][CH:31]=[CH:30][C:9]=1[CH2:10][P+](C1C=CC=CC=1)(C1C=CC=CC=1)C1C=CC=CC=1.[C:34]([C:36]1[CH:54]=[CH:53][C:39]([CH2:40][CH:41]([CH:51]=O)[CH2:42][CH2:43][CH2:44][CH2:45][C:46]([O:48][CH2:49][CH3:50])=[O:47])=[CH:38][CH:37]=1)#[N:35].[Cl-].[NH4+]. Product: [C:34]([C:36]1[CH:54]=[CH:53][C:39]([CH2:40][CH:41](/[CH:51]=[CH:10]/[C:9]2[CH:30]=[CH:31][CH:32]=[CH:33][C:8]=2[OH:7])[CH2:42][CH2:43][CH2:44][CH2:45][C:46]([O:48][CH2:49][CH3:50])=[O:47])=[CH:38][CH:37]=1)#[N:35]. The catalyst class is: 323. (5) Reactant: Br[C:2]1[C:7]([Cl:8])=[CH:6][C:5]([Cl:9])=[CH:4][N:3]=1.CON(C)[C:13](=[O:23])[CH2:14][NH:15][C:16]([O:18][C:19]([CH3:22])([CH3:21])[CH3:20])=[O:17].[Cl-].[NH4+].O. Product: [Cl:8][C:7]1[C:2]([C:13](=[O:23])[CH2:14][NH:15][C:16](=[O:17])[O:18][C:19]([CH3:20])([CH3:21])[CH3:22])=[N:3][CH:4]=[C:5]([Cl:9])[CH:6]=1. The catalyst class is: 7. (6) Reactant: C(OC([N:8]([C:46]1[N:47]=[CH:48][S:49][CH:50]=1)[S:9]([C:12]1[C:43]([F:44])=[CH:42][C:15]([O:16][C:17]2[CH:22]=[CH:21][C:20]([Cl:23])=[CH:19][C:18]=2[CH2:24][CH2:25][CH2:26][NH:27][CH2:28][CH2:29][C@H:30]([NH:34]C(OC(C)(C)C)=O)[C:31]([OH:33])=[O:32])=[C:14]([Cl:45])[CH:13]=1)(=[O:11])=[O:10])=O)(C)(C)C.[ClH:51].CCCCC. Product: [NH2:34][C@@H:30]([CH2:29][CH2:28][NH:27][CH2:26][CH2:25][CH2:24][C:18]1[CH:19]=[C:20]([Cl:23])[CH:21]=[CH:22][C:17]=1[O:16][C:15]1[CH:42]=[C:43]([F:44])[C:12]([S:9](=[O:10])(=[O:11])[NH:8][C:46]2[N:47]=[CH:48][S:49][CH:50]=2)=[CH:13][C:14]=1[Cl:45])[C:31]([OH:33])=[O:32].[ClH:51]. The catalyst class is: 96. (7) Reactant: [Cl:1][C:2]1[CH:7]=[C:6]([C:8]([NH:10][C:11](=[N:14][C:15]2[CH:20]=[C:19]([C:21]([F:24])([F:23])[F:22])[CH:18]=[C:17]([O:25][CH3:26])[CH:16]=2)SC)=O)[CH:5]=[C:4]([CH3:27])[N:3]=1.[NH:28]([CH2:30][C@@H:31]([OH:34])[CH2:32][CH3:33])[NH2:29]. Product: [Cl:1][C:2]1[CH:7]=[C:6]([C:8]2[N:28]([CH2:30][C@@H:31]([OH:34])[CH2:32][CH3:33])[N:29]=[C:11]([NH:14][C:15]3[CH:20]=[C:19]([C:21]([F:24])([F:23])[F:22])[CH:18]=[C:17]([O:25][CH3:26])[CH:16]=3)[N:10]=2)[CH:5]=[C:4]([CH3:27])[N:3]=1. The catalyst class is: 8.